This data is from Forward reaction prediction with 1.9M reactions from USPTO patents (1976-2016). The task is: Predict the product of the given reaction. (1) Given the reactants O[CH2:2][C:3]1[CH:4]=[C:5]2[C:14](=[CH:15][CH:16]=1)[C:13](=[O:17])[C:12]1[CH2:11][CH2:10][C:9]([CH3:19])([CH3:18])[CH2:8][C:7]=1[S:6]2.C1(P(C2C=CC=CC=2)C2C=CC=CC=2)C=CC=CC=1.[Cl:39]C(Cl)(Cl)Cl, predict the reaction product. The product is: [Cl:39][CH2:2][C:3]1[CH:4]=[C:5]2[C:14](=[CH:15][CH:16]=1)[C:13](=[O:17])[C:12]1[CH2:11][CH2:10][C:9]([CH3:19])([CH3:18])[CH2:8][C:7]=1[S:6]2. (2) Given the reactants [Li+].[OH-].C([O:6][CH2:7][C:8]1[C:13]([C:14]2[CH:19]=[CH:18][N:17]=[C:16]3[NH:20][C:21]([C:23]4[CH:28]=[CH:27][C:26]([N:29]([CH3:31])[CH3:30])=[CH:25][CH:24]=4)=[N:22][C:15]=23)=[CH:12][CH:11]=[CH:10][C:9]=1[N:32]1[C:38](=[O:39])[C:37]2[C:40]([F:47])=[CH:41][C:42]([CH:44]3[CH2:46][CH2:45]3)=[CH:43][C:36]=2[O:35][CH2:34][CH2:33]1)(=O)C, predict the reaction product. The product is: [CH:44]1([C:42]2[CH:41]=[C:40]([F:47])[C:37]3[C:38](=[O:39])[N:32]([C:9]4[CH:10]=[CH:11][CH:12]=[C:13]([C:14]5[CH:19]=[CH:18][N:17]=[C:16]6[NH:20][C:21]([C:23]7[CH:28]=[CH:27][C:26]([N:29]([CH3:30])[CH3:31])=[CH:25][CH:24]=7)=[N:22][C:15]=56)[C:8]=4[CH2:7][OH:6])[CH2:33][CH2:34][O:35][C:36]=3[CH:43]=2)[CH2:46][CH2:45]1. (3) Given the reactants [Cl:1]/[C:2](/[C:12]([F:15])([F:14])[F:13])=[CH:3]\[CH:4]1[CH:6]([C:7](=[O:9])[CH3:8])[C:5]1([CH3:11])[CH3:10].[OH-].[Na+].[O:18]([C:25]1[CH:26]=[C:27]([CH:30]=[CH:31][CH:32]=1)[CH:28]=O)[C:19]1[CH:24]=[CH:23][CH:22]=[CH:21][CH:20]=1, predict the reaction product. The product is: [Cl:1]/[C:2](/[C:12]([F:13])([F:14])[F:15])=[CH:3]\[CH:4]1[CH:6]([C:7](=[O:9])/[CH:8]=[CH:28]/[C:27]2[CH:30]=[CH:31][CH:32]=[C:25]([O:18][C:19]3[CH:24]=[CH:23][CH:22]=[CH:21][CH:20]=3)[CH:26]=2)[C:5]1([CH3:10])[CH3:11]. (4) Given the reactants [C:1]([C:4]1[CH:5]=[C:6]([NH:16][C:17](=[O:22])[C:18]([F:21])([F:20])[F:19])[CH:7]=[C:8]([S:10]([F:15])([F:14])([F:13])([F:12])[F:11])[CH:9]=1)(=[O:3])[CH3:2].C(=O)([O-])[O-].[K+].[K+].I[CH2:30][CH3:31].IC.Cl, predict the reaction product. The product is: [C:1]([C:4]1[CH:5]=[C:6]([N:16]([CH2:30][CH3:31])[C:17](=[O:22])[C:18]([F:21])([F:19])[F:20])[CH:7]=[C:8]([S:10]([F:14])([F:15])([F:13])([F:12])[F:11])[CH:9]=1)(=[O:3])[CH3:2].